Dataset: Full USPTO retrosynthesis dataset with 1.9M reactions from patents (1976-2016). Task: Predict the reactants needed to synthesize the given product. (1) The reactants are: C([O:3][C:4](=O)[C@:5]([O:11][CH2:12][C:13]([C:28]1[C:33]([F:34])=[CH:32][CH:31]=[C:30]([Br:35])[N:29]=1)([NH:15][S:16]([C:19]1[CH:24]=[CH:23][CH:22]=[CH:21][C:20]=1[N+:25]([O-:27])=[O:26])(=[O:18])=[O:17])[CH3:14])([CH3:10])[C:6]([F:9])([F:8])[F:7])C.CO.[NH3:39]. Given the product [Br:35][C:30]1[N:29]=[C:28]([C:13]([NH:15][S:16]([C:19]2[CH:24]=[CH:23][CH:22]=[CH:21][C:20]=2[N+:25]([O-:27])=[O:26])(=[O:17])=[O:18])([CH3:14])[CH2:12][O:11][C@@:5]([CH3:10])([C:6]([F:9])([F:8])[F:7])[C:4]([NH2:39])=[O:3])[C:33]([F:34])=[CH:32][CH:31]=1, predict the reactants needed to synthesize it. (2) Given the product [CH3:30][O:29][C:26]1[N:27]=[C:28]2[C:23](=[CH:24][CH:25]=1)[N:22]=[CH:21][CH:20]=[C:19]2[NH:18][C:17]([CH:14]1[CH2:15][CH2:16][NH:11][CH2:12][CH2:13]1)=[O:31], predict the reactants needed to synthesize it. The reactants are: C(OC([N:11]1[CH2:16][CH2:15][CH:14]([C:17](=[O:31])[NH:18][C:19]2[C:28]3[C:23](=[CH:24][CH:25]=[C:26]([O:29][CH3:30])[N:27]=3)[N:22]=[CH:21][CH:20]=2)[CH2:13][CH2:12]1)=O)C1C=CC=CC=1.